Dataset: Forward reaction prediction with 1.9M reactions from USPTO patents (1976-2016). Task: Predict the product of the given reaction. (1) Given the reactants [CH2:1]([N:4]([CH2:16][CH2:17][CH3:18])[C:5]([C:7]1[CH:8]=[C:9]([CH:13]=[CH:14][CH:15]=1)[C:10]([OH:12])=O)=[O:6])[CH2:2][CH3:3].C(Cl)CCl.C1C=CC2N(O)N=NC=2C=1.[NH2:33][C@@H:34]([CH2:53][C:54]1[CH:59]=[CH:58][CH:57]=[CH:56][CH:55]=1)[CH2:35][NH:36][C@H:37]([C:39]([NH:41][C@H:42]([C:46]([NH:48][CH2:49][CH:50]([CH3:52])[CH3:51])=[O:47])[CH:43]([CH3:45])[CH3:44])=[O:40])[CH3:38], predict the reaction product. The product is: [CH2:16]([N:4]([CH2:1][CH2:2][CH3:3])[C:5]([C:7]1[CH:8]=[C:9]([CH:13]=[CH:14][CH:15]=1)[C:10]([NH:33][C@@H:34]([CH2:53][C:54]1[CH:55]=[CH:56][CH:57]=[CH:58][CH:59]=1)[CH2:35][NH:36][C@H:37]([C:39]([NH:41][C@H:42]([C:46]([NH:48][CH2:49][CH:50]([CH3:51])[CH3:52])=[O:47])[CH:43]([CH3:44])[CH3:45])=[O:40])[CH3:38])=[O:12])=[O:6])[CH2:17][CH3:18]. (2) Given the reactants C[O:2][C:3]1[CH:4]=[C:5]([CH2:9][CH2:10][C:11]([OH:13])=[O:12])[CH:6]=[CH:7][CH:8]=1.N.[Na].[CH3:16][Si](C=[N+]=[N-])(C)C.[BH4-].[Na+].[Cl-].[NH4+], predict the reaction product. The product is: [CH3:16][O:13][C:11](=[O:12])[CH2:10][CH2:9][C:5]1[CH2:4][CH:3]([OH:2])[CH2:8][CH2:7][CH:6]=1.